Predict the reaction yield, written as a fraction of the theoretical maximum amount of product (1.0 means a 100% yield; for example, 0.34 means a 34% yield). From a dataset of Reaction yield outcomes from USPTO patents with 853,638 reactions. The reactants are P(Cl)(Cl)(Cl)(Cl)[Cl:2].[C:7]([O:14][CH2:15][CH:16]([CH2:21][CH3:22])[CH2:17][CH2:18][CH2:19][CH3:20])(=[O:13])/[CH:8]=[CH:9]\[C:10]([O-:12])=[O:11]. No catalyst specified. The product is [Cl-:2].[C:7]([O:14][CH2:15][CH:16]([CH2:21][CH3:22])[CH2:17][CH2:18][CH2:19][CH3:20])(=[O:13])/[CH:8]=[CH:9]\[C:10]([O-:12])=[O:11]. The yield is 0.920.